This data is from Reaction yield outcomes from USPTO patents with 853,638 reactions. The task is: Predict the reaction yield, written as a fraction of the theoretical maximum amount of product (1.0 means a 100% yield; for example, 0.34 means a 34% yield). (1) The reactants are [C:1]1([CH:7](C2C=CC(C)=CC=2)[CH2:8][CH:9]=O)[CH:6]=[CH:5][CH:4]=[CH:3][CH:2]=1.[S:18](=[O:22])(=O)(O)[OH:19].Cl.[NH2:24][C:25]1[CH:30]=[CH:29][C:28]([CH2:31][CH2:32][O:33][C:34]2[CH:39]=[CH:38][C:37]([CH2:40][C@H:41]([O:45][CH2:46][CH3:47])[C:42]([OH:44])=[O:43])=[CH:36][CH:35]=2)=[CH:27][CH:26]=1.[BH4-].[Na+]. The catalyst is O1CCCC1.ClCCl.CO. The product is [CH2:46]([O:45][C@@H:41]([CH2:40][C:37]1[CH:38]=[CH:39][C:34]([O:33][CH2:32][CH2:31][C:28]2[CH:27]=[CH:26][C:25]([NH:24][CH2:9][CH2:8][CH:7]([S:18]([C:4]3[CH:5]=[CH:6][C:1]([CH3:7])=[CH:2][CH:3]=3)(=[O:22])=[O:19])[C:1]3[CH:6]=[CH:5][CH:4]=[CH:3][CH:2]=3)=[CH:30][CH:29]=2)=[CH:35][CH:36]=1)[C:42]([OH:44])=[O:43])[CH3:47]. The yield is 0.400. (2) The reactants are C[O:2][C:3](=[O:21])[C:4]1[CH:9]=[C:8]([CH2:10][C:11]2[CH:16]=[CH:15][CH:14]=[C:13]([Cl:17])[C:12]=2[F:18])[N:7]=[C:6]([Cl:19])[C:5]=1[Cl:20].[Li+].[OH-]. The catalyst is C1COCC1. The product is [Cl:19][C:6]1[C:5]([Cl:20])=[C:4]([CH:9]=[C:8]([CH2:10][C:11]2[CH:16]=[CH:15][CH:14]=[C:13]([Cl:17])[C:12]=2[F:18])[N:7]=1)[C:3]([OH:21])=[O:2]. The yield is 1.00. (3) The reactants are [N:1]1([C:11]([O:13][C:14]([CH3:17])([CH3:16])[CH3:15])=[O:12])[CH2:6][CH2:5][CH:4]([C:7]([O:9][CH3:10])=[O:8])[CH2:3][CH2:2]1.C([N-]C(C)C)(C)C.[Li+].[CH3:26][O:27][CH2:28]Cl. The catalyst is O1CCCC1. The product is [CH3:26][O:27][CH2:28][C:4]1([C:7]([O:9][CH3:10])=[O:8])[CH2:3][CH2:2][N:1]([C:11]([O:13][C:14]([CH3:17])([CH3:16])[CH3:15])=[O:12])[CH2:6][CH2:5]1. The yield is 0.900.